From a dataset of Full USPTO retrosynthesis dataset with 1.9M reactions from patents (1976-2016). Predict the reactants needed to synthesize the given product. (1) Given the product [F:1][C:2]1[CH:3]=[CH:4][C:5]([C:8]2[C:20]([C:21]3[CH:22]=[CH:23][N:42]=[C:40]([NH:39][CH2:38][CH2:37][CH2:36][O:35][CH2:34][C:33]4[CH:32]=[CH:31][C:30]([O:29][CH3:28])=[CH:44][CH:43]=4)[N:41]=3)=[C:11]3[CH:12]=[CH:13][C:14]([C:16]([F:17])([F:19])[F:18])=[CH:15][N:10]3[N:9]=2)=[CH:6][CH:7]=1, predict the reactants needed to synthesize it. The reactants are: [F:1][C:2]1[CH:7]=[CH:6][C:5]([C:8]2[C:20]([C:21](=O)[CH:22]=[CH:23]N(C)C)=[C:11]3[CH:12]=[CH:13][C:14]([C:16]([F:19])([F:18])[F:17])=[CH:15][N:10]3[N:9]=2)=[CH:4][CH:3]=1.[CH3:28][O:29][C:30]1[CH:44]=[CH:43][C:33]([CH2:34][O:35][CH2:36][CH2:37][CH2:38][NH:39][C:40]([NH2:42])=[NH:41])=[CH:32][CH:31]=1.C(=O)([O-])[O-].[K+].[K+].O. (2) Given the product [Cl:1][C:2]1[C:7]([C:8]#[N:9])=[C:6]([C:10]2[CH:15]=[CH:14][C:13]([O:16][C:17]3[CH:22]=[CH:21][CH:20]=[CH:19][CH:18]=3)=[CH:12][CH:11]=2)[N:5]=[C:4]([C:29]2[CH:30]=[CH:31][C:26]([O:25][CH3:24])=[CH:27][CH:28]=2)[CH:3]=1, predict the reactants needed to synthesize it. The reactants are: [Cl:1][C:2]1[C:7]([C:8]#[N:9])=[C:6]([C:10]2[CH:15]=[CH:14][C:13]([O:16][C:17]3[CH:22]=[CH:21][CH:20]=[CH:19][CH:18]=3)=[CH:12][CH:11]=2)[N:5]=[C:4](Cl)[CH:3]=1.[CH3:24][O:25][C:26]1[CH:31]=[CH:30][C:29](B(O)O)=[CH:28][CH:27]=1.P([O-])([O-])([O-])=O.[K+].[K+].[K+]. (3) Given the product [CH3:33][O:34][C:35]1[CH:42]=[CH:41][C:38]([CH2:39][NH:40][C:2]2[CH:3]=[C:4]([C:17]3[N:25]=[C:24]([CH3:26])[N:23]=[C:22]4[C:18]=3[N:19]=[CH:20][NH:21]4)[C:5]([NH:8][C:9]3[CH:10]=[N:11][C:12]([O:15][CH3:16])=[CH:13][CH:14]=3)=[N:6][CH:7]=2)=[CH:37][CH:36]=1, predict the reactants needed to synthesize it. The reactants are: Cl[C:2]1[CH:3]=[C:4]([C:17]2[N:25]=[C:24]([CH3:26])[N:23]=[C:22]3[C:18]=2[N:19]=[CH:20][N:21]3C2CCCCO2)[C:5]([NH:8][C:9]2[CH:10]=[N:11][C:12]([O:15][CH3:16])=[CH:13][CH:14]=2)=[N:6][CH:7]=1.[CH3:33][O:34][C:35]1[CH:42]=[CH:41][C:38]([CH2:39][NH2:40])=[CH:37][CH:36]=1.CC(C)([O-])C.[Na+].Cl. (4) The reactants are: [NH2:1][C:2]1[CH:7]=[C:6]([CH2:8][CH3:9])[CH:5]=[CH:4][C:3]=1[OH:10].[Br:11][C:12]1[CH:17]=[CH:16][C:15]([N:18]=[C:19]=S)=[CH:14][CH:13]=1.C(N(CC)CC)C. Given the product [Br:11][C:12]1[CH:17]=[CH:16][C:15]([NH:18][C:19]2[O:10][C:3]3[CH:4]=[CH:5][C:6]([CH2:8][CH3:9])=[CH:7][C:2]=3[N:1]=2)=[CH:14][CH:13]=1, predict the reactants needed to synthesize it. (5) Given the product [CH3:19][C:20]1[CH:33]=[CH:32][C:23]([C:24]([C:26]2[CH:31]=[CH:30][CH:29]=[CH:28][CH:27]=2)=[C:7]([C:1]2[CH:6]=[CH:5][CH:4]=[CH:3][CH:2]=2)[C:8]2[CH:13]=[CH:12][CH:11]=[CH:10][CH:9]=2)=[CH:22][CH:21]=1, predict the reactants needed to synthesize it. The reactants are: [C:1]1([CH2:7][C:8]2[CH:13]=[CH:12][CH:11]=[CH:10][CH:9]=2)[CH:6]=[CH:5][CH:4]=[CH:3][CH:2]=1.C([Li])CCC.[CH3:19][C:20]1[CH:33]=[CH:32][C:23]([C:24]([C:26]2[CH:31]=[CH:30][CH:29]=[CH:28][CH:27]=2)=O)=[CH:22][CH:21]=1.